Dataset: Full USPTO retrosynthesis dataset with 1.9M reactions from patents (1976-2016). Task: Predict the reactants needed to synthesize the given product. (1) Given the product [Br:1][C:2]1[C:3]2[NH:16][N:21]=[N:15][C:4]=2[C:5]([N:8]2[CH2:9][CH2:10][N:11]([CH3:14])[CH2:12][CH2:13]2)=[N:6][CH:7]=1, predict the reactants needed to synthesize it. The reactants are: [Br:1][C:2]1[C:3]([NH2:16])=[C:4]([NH2:15])[C:5]([N:8]2[CH2:13][CH2:12][N:11]([CH3:14])[CH2:10][CH2:9]2)=[N:6][CH:7]=1.CC(O)=O.[N:21]([O-])=O.[Na+].C([O-])([O-])=O.[Na+].[Na+]. (2) Given the product [CH:32]1([C:29]2[CH:28]=[N:27][CH:26]=[C:25]([B:9]3[O:10][C:11]([CH3:16])([CH3:17])[C:12]([CH3:14])([CH3:15])[O:13]3)[C:30]=2[CH3:31])[CH2:34][CH2:33]1, predict the reactants needed to synthesize it. The reactants are: [CH3:16][C:11]1([CH3:17])[C:12]([CH3:15])([CH3:14])[O:13][B:9]([B:9]2[O:13][C:12]([CH3:15])([CH3:14])[C:11]([CH3:17])([CH3:16])[O:10]2)[O:10]1.C([O-])(=O)C.[K+].Br[C:25]1[CH:26]=[N:27][CH:28]=[C:29]([CH:32]2[CH2:34][CH2:33]2)[C:30]=1[CH3:31].C(Cl)Cl. (3) Given the product [Br:1][C:2]1[C:10]([O:11][CH3:12])=[CH:9][CH:8]=[CH:7][C:3]=1[C:4]([O:6][CH3:18])=[O:5], predict the reactants needed to synthesize it. The reactants are: [Br:1][C:2]1[C:10]([O:11][CH3:12])=[CH:9][CH:8]=[CH:7][C:3]=1[C:4]([OH:6])=[O:5].S(=O)(=O)(O)O.[CH3:18]O. (4) Given the product [OH:2][CH:1]([C:3]1[CH:12]=[CH:11][C:6]([C:7]([O:9][CH3:10])=[O:8])=[CH:5][N:4]=1)[CH2:13][CH:14]([CH3:16])[CH3:15], predict the reactants needed to synthesize it. The reactants are: [CH:1]([C:3]1[CH:12]=[CH:11][C:6]([C:7]([O:9][CH3:10])=[O:8])=[CH:5][N:4]=1)=[O:2].[CH2:13]([Mg]Br)[CH:14]([CH3:16])[CH3:15]. (5) Given the product [C:16]([C:18]1([C:24]2[N:29]=[CH:28][C:27]([NH:30][C:31]([C:33]3[CH:34]=[N:35][N:36]([C:39]4[CH:44]=[CH:43][C:42]([C:45]([F:48])([F:47])[F:46])=[CH:41][N:40]=4)[C:37]=3[CH3:38])=[O:32])=[CH:26][CH:25]=2)[CH2:19][CH2:20][N:21]([S:7]([C:10]([F:11])([F:12])[F:13])(=[O:8])=[O:9])[CH2:22][CH2:23]1)#[N:17], predict the reactants needed to synthesize it. The reactants are: [F:11][C:10]([F:13])([F:12])[S:7](O[S:7]([C:10]([F:13])([F:12])[F:11])(=[O:9])=[O:8])(=[O:9])=[O:8].[C:16]([C:18]1([C:24]2[N:29]=[CH:28][C:27]([NH:30][C:31]([C:33]3[CH:34]=[N:35][N:36]([C:39]4[CH:44]=[CH:43][C:42]([C:45]([F:48])([F:47])[F:46])=[CH:41][N:40]=4)[C:37]=3[CH3:38])=[O:32])=[CH:26][CH:25]=2)[CH2:23][CH2:22][NH:21][CH2:20][CH2:19]1)#[N:17].C(N(CC)CC)C.O. (6) Given the product [Cl:1][C:2]1[CH:3]=[C:4]([C:10]2[C:14]([C:15]([N:50]3[CH2:55][CH2:54][CH2:53][C@@H:52]([C:56]([OH:59])([CH3:58])[CH3:57])[CH2:51]3)=[O:17])=[CH:13][O:12][N:11]=2)[CH:5]=[CH:6][C:7]=1[O:8][CH3:9], predict the reactants needed to synthesize it. The reactants are: [Cl:1][C:2]1[CH:3]=[C:4]([C:10]2[C:14]([C:15]([OH:17])=O)=[CH:13][O:12][N:11]=2)[CH:5]=[CH:6][C:7]=1[O:8][CH3:9].C(N(C(C)C)C(C)C)C.CN(C(ON1N=NC2C=CC=CC1=2)=[N+](C)C)C.[B-](F)(F)(F)F.Cl.[NH:50]1[CH2:55][CH2:54][CH2:53][C@@H:52]([C:56]([OH:59])([CH3:58])[CH3:57])[CH2:51]1. (7) Given the product [CH2:26]([O:25][C:21](=[O:24])[NH:22][N:23]1[C:1]([C:2]2[CH:7]=[CH:6][CH:5]=[CH:4][CH:3]=2)=[C:9]2[C:14]([N:13]([CH3:17])[C:12](=[O:18])[N:11]([CH3:19])[C:10]2=[O:20])=[CH:15]1)[C:27]1[CH:32]=[CH:31][CH:30]=[CH:29][CH:28]=1, predict the reactants needed to synthesize it. The reactants are: [C:1]([C:9]1[C:10](=[O:20])[N:11]([CH3:19])[C:12](=[O:18])[N:13]([CH3:17])[C:14]=1[CH2:15]Br)(=O)[C:2]1[CH:7]=[CH:6][CH:5]=[CH:4][CH:3]=1.[C:21]([O:25][CH2:26][C:27]1[CH:32]=[CH:31][CH:30]=[CH:29][CH:28]=1)(=[O:24])[NH:22][NH2:23].C(N(CC)CC)C. (8) Given the product [CH2:1]([O:8][C:9]1[CH:10]=[C:11]([S:15][C:16]2[CH:21]=[CH:20][C:19]([CH2:22][CH2:23][C:24]([NH:28][C:29]([O:31][C:32]([CH3:35])([CH3:34])[CH3:33])=[O:30])([CH3:27])[CH2:25][OH:26])=[C:18]([Cl:36])[CH:17]=2)[CH:12]=[CH:13][CH:14]=1)[C:2]1[CH:3]=[CH:4][CH:5]=[CH:6][CH:7]=1.[CH2:1]([O:8][C:9]1[CH:10]=[C:11]([S:15][C:16]2[CH:21]=[CH:20][C:19]([CH2:22][CH2:23][C:24]([NH:28][C:29]([O:31][C:32]([CH3:35])([CH3:34])[CH3:33])=[O:30])([CH3:27])[CH2:25][OH:26])=[C:18]([Cl:36])[CH:17]=2)[CH:12]=[CH:13][CH:14]=1)[C:2]1[CH:3]=[CH:4][CH:5]=[CH:6][CH:7]=1, predict the reactants needed to synthesize it. The reactants are: [CH2:1]([O:8][C:9]1[CH:10]=[C:11]([S:15][C:16]2[CH:21]=[CH:20][C:19]([CH2:22][CH2:23][C:24]([NH:28][C:29]([O:31][C:32]([CH3:35])([CH3:34])[CH3:33])=[O:30])([CH3:27])[CH2:25][OH:26])=[C:18]([Cl:36])[CH:17]=2)[CH:12]=[CH:13][CH:14]=1)[C:2]1[CH:7]=[CH:6][CH:5]=[CH:4][CH:3]=1.CCCCCC.C(O)C. (9) Given the product [N+:12]([C:8]1[CH:9]=[CH:10][CH:11]=[C:4]([O:19][CH2:16][CH2:17][CH3:18])[C:5]=1[C:6]#[N:7])([O-:14])=[O:13], predict the reactants needed to synthesize it. The reactants are: [N+]([C:4]1[CH:11]=[CH:10][CH:9]=[C:8]([N+:12]([O-:14])=[O:13])[C:5]=1[C:6]#[N:7])([O-])=O.[Na].[CH2:16]([OH:19])[CH2:17][CH3:18].